Dataset: Full USPTO retrosynthesis dataset with 1.9M reactions from patents (1976-2016). Task: Predict the reactants needed to synthesize the given product. (1) Given the product [F:32][C:31]([F:34])([F:33])[S:28]([O:14][C:11]1[CH2:12][CH2:13][S:9][CH:10]=1)(=[O:30])=[O:29], predict the reactants needed to synthesize it. The reactants are: [Li+].CC([N-]C(C)C)C.[S:9]1[CH2:13][CH2:12][C:11](=[O:14])[CH2:10]1.C1COCC1.ClC1C=CC(N([S:28]([C:31]([F:34])([F:33])[F:32])(=[O:30])=[O:29])[S:28]([C:31]([F:34])([F:33])[F:32])(=[O:30])=[O:29])=NC=1.C1COCC1. (2) The reactants are: [CH3:1][O:2][C:3](=[O:32])[N:4]=[C:5]([S:30][CH3:31])[C:6]([C:20]1[CH:25]=[C:24]([O:26][CH3:27])[C:23]([OH:28])=[CH:22][C:21]=1[F:29])=[N:7][C:8]1[CH:13]=[CH:12][C:11]([C:14]2[N:18]=[C:17]([CH3:19])[O:16][N:15]=2)=[CH:10][CH:9]=1.Br[CH2:34][CH2:35][O:36][Si:37]([C:40]([CH3:43])([CH3:42])[CH3:41])([CH3:39])[CH3:38].COC(=O)N=C(SC)C(C1C=C(OC)C=C(O)C=1F)=NC1C=CC(C2N=C(C)ON=2)=CC=1.FCCI. Given the product [CH3:1][O:2][C:3](=[O:32])[N:4]=[C:5]([S:30][CH3:31])[C:6]([C:20]1[CH:25]=[C:24]([O:26][CH3:27])[C:23]([O:28][CH2:34][CH2:35][O:36][Si:37]([C:40]([CH3:43])([CH3:42])[CH3:41])([CH3:39])[CH3:38])=[CH:22][C:21]=1[F:29])=[N:7][C:8]1[CH:13]=[CH:12][C:11]([C:14]2[N:18]=[C:17]([CH3:19])[O:16][N:15]=2)=[CH:10][CH:9]=1, predict the reactants needed to synthesize it. (3) Given the product [Br:17][C:18]1[CH:23]=[C:22]([C:2]23[CH2:11][CH:6]4[CH2:7][CH:8]([CH2:10][C:4]([C:2]5[CH:11]=[C:6]([Br:13])[CH:5]=[C:4]([Br:15])[CH:3]=5)([CH2:5]4)[CH2:3]2)[CH2:9]3)[CH:21]=[C:20]([Br:24])[CH:19]=1, predict the reactants needed to synthesize it. The reactants are: Br[C:2]12[CH2:11][CH:6]3[CH2:7][CH:8]([CH2:10][C:4](Br)([CH2:5]3)[CH2:3]1)[CH2:9]2.[Br-:13].[Al+3].[Br-:15].[Br-].[Br:17][C:18]1[CH:23]=[CH:22][CH:21]=[C:20]([Br:24])[CH:19]=1. (4) Given the product [S:1]1[C:5]([C@H:6]([OH:25])[CH2:7][CH2:8][C@H:9]2[C@H:13]([OH:14])[CH2:12][C:11](=[O:15])[C@@H:10]2[CH2:16][CH2:17][CH2:18][CH2:19][CH2:20][CH2:21][C:22]([OH:24])=[O:23])=[CH:4][C:3]2[CH:26]=[CH:27][CH:28]=[CH:29][C:2]1=2, predict the reactants needed to synthesize it. The reactants are: [S:1]1[C:5]([C@H:6]([OH:25])/[CH:7]=[CH:8]/[C@H:9]2[C@H:13]([OH:14])[CH2:12][C:11](=[O:15])[C@@H:10]2[CH2:16]/[CH:17]=[CH:18]\[CH2:19][CH2:20][CH2:21][C:22]([OH:24])=[O:23])=[CH:4][C:3]2[CH:26]=[CH:27][CH:28]=[CH:29][C:2]1=2.[H][H]. (5) The reactants are: [F:1][C:2]1[CH:32]=[C:31]([F:33])[CH:30]=[CH:29][C:3]=1[O:4][C:5]1[CH:10]=[CH:9][C:8]([S:11]([CH3:14])(=[O:13])=[O:12])=[CH:7][C:6]=1[C:15]1[NH:16][C:17]([CH3:28])=[C:18]2[C:23]=1[CH:22]=[C:21]([C:24](O)=[O:25])[NH:20][C:19]2=[O:27].C[N:35](C(ON1N=NC2C=CC=NC1=2)=[N+](C)C)C.F[P-](F)(F)(F)(F)F.C(N(C(C)C)C(C)C)C.N. Given the product [F:1][C:2]1[CH:32]=[C:31]([F:33])[CH:30]=[CH:29][C:3]=1[O:4][C:5]1[CH:10]=[CH:9][C:8]([S:11]([CH3:14])(=[O:12])=[O:13])=[CH:7][C:6]=1[C:15]1[NH:16][C:17]([CH3:28])=[C:18]2[C:23]=1[CH:22]=[C:21]([C:24]([NH2:35])=[O:25])[NH:20][C:19]2=[O:27], predict the reactants needed to synthesize it. (6) Given the product [CH3:17][O:16][C:10]1[CH:9]=[C:8]([CH:13]=[CH:12][C:11]=1[O:14][CH3:15])[C:6]([C:5]1[CH:4]=[CH:3][C:20]([C:23]2[CH:24]=[CH:27][CH:28]=[CH:29][CH:30]=2)=[CH:19][CH:18]=1)=[O:7], predict the reactants needed to synthesize it. The reactants are: CO[C:3]1[CH:4]=[C:5]([CH:18]=[CH:19][C:20]=1OC)[C:6]([C:8]1[CH:13]=[CH:12][C:11]([O:14][CH3:15])=[C:10]([O:16][CH3:17])[CH:9]=1)=[O:7].[C:23]1(OC)[C:24](=[CH:27][CH:28]=[CH:29][CH:30]=1)OC.[Cl-].[Al+3].[Cl-].[Cl-].C1(C2C=CC=CC=2)C=CC(C(Cl)=O)=CC=1. (7) Given the product [CH:30]1([CH2:29][O:28][C:23]2[CH:24]=[C:25]([C:103]3[CH:104]=[CH:105][C:100]([C:97]([OH:99])=[O:98])=[CH:101][CH:102]=3)[CH:26]=[C:21]([CH2:20][N:13]3[C:14]4[C:19](=[CH:18][CH:17]=[CH:16][CH:15]=4)[C:11]([C:8]4[CH:7]=[CH:6][C:5]([C:1]([CH3:4])([CH3:2])[CH3:3])=[CH:10][CH:9]=4)=[C:12]3[C:33]([O:35][CH2:36][CH3:37])=[O:34])[CH:22]=2)[CH2:32][CH2:31]1, predict the reactants needed to synthesize it. The reactants are: [C:1]([C:5]1[CH:10]=[CH:9][C:8]([C:11]2[C:19]3[C:14](=[CH:15][CH:16]=[CH:17][CH:18]=3)[N:13]([CH2:20][C:21]3[CH:26]=[C:25](O)[CH:24]=[C:23]([O:28][CH2:29][CH:30]4[CH2:32][CH2:31]4)[CH:22]=3)[C:12]=2[C:33]([O:35][CH2:36][CH3:37])=[O:34])=[CH:7][CH:6]=1)([CH3:4])([CH3:3])[CH3:2].C(OC1C=C(C=C(OCC2CC2)C=1)CN1C2C(=CC=CC=2)C(C2C=CC(C(C)(C)C)=CC=2)=C1C(OCC)=O)C1C=CC=CC=1.O(S(C(F)(F)F)(=O)=O)S(C(F)(F)F)(=O)=O.[C:97]([C:100]1[CH:105]=[CH:104][C:103](B(O)O)=[CH:102][CH:101]=1)([OH:99])=[O:98].C([O-])([O-])=O.[Na+].[Na+]. (8) Given the product [Br:1][C:2]1[CH:3]=[C:4]([NH:5][C:13]2[N:18]=[C:17]([C:19]([F:22])([F:21])[F:20])[CH:16]=[CH:15][N:14]=2)[CH:6]=[C:7]([CH2:9][O:10][CH3:11])[CH:8]=1, predict the reactants needed to synthesize it. The reactants are: [Br:1][C:2]1[CH:3]=[C:4]([CH:6]=[C:7]([CH2:9][O:10][CH3:11])[CH:8]=1)[NH2:5].Cl[C:13]1[N:18]=[C:17]([C:19]([F:22])([F:21])[F:20])[CH:16]=[CH:15][N:14]=1.CS(O)(=O)=O.